Predict the reaction yield, written as a fraction of the theoretical maximum amount of product (1.0 means a 100% yield; for example, 0.34 means a 34% yield). From a dataset of Reaction yield outcomes from USPTO patents with 853,638 reactions. The reactants are Cl[C:2]([O:4][C:5]1[CH:10]=[CH:9][C:8]([O:11][C:12]2[CH:17]=[CH:16][C:15]([C:18]([F:21])([F:20])[F:19])=[CH:14][N:13]=2)=[CH:7][CH:6]=1)=[O:3].[CH3:22][O:23][C:24]1[CH:25]=[C:26]([N:30]2[CH2:35][CH2:34][NH:33][CH2:32][CH2:31]2)[CH:27]=[CH:28][CH:29]=1.[K+].[Br-]. No catalyst specified. The product is [F:19][C:18]([F:21])([F:20])[C:15]1[CH:16]=[CH:17][C:12]([O:11][C:8]2[CH:9]=[CH:10][C:5]([O:4][C:2]([N:33]3[CH2:32][CH2:31][N:30]([C:26]4[CH:27]=[CH:28][CH:29]=[C:24]([O:23][CH3:22])[CH:25]=4)[CH2:35][CH2:34]3)=[O:3])=[CH:6][CH:7]=2)=[N:13][CH:14]=1. The yield is 0.960.